Dataset: Full USPTO retrosynthesis dataset with 1.9M reactions from patents (1976-2016). Task: Predict the reactants needed to synthesize the given product. (1) Given the product [CH2:25]([S:27]([C:30]1[CH:35]=[CH:34][C:33]([C:2]2[CH:7]=[CH:6][C:5]([CH:8]([C:19]3[CH:24]=[CH:23][CH:22]=[CH:21][CH:20]=3)[CH2:9]/[C:10](/[C:13]3[CH:18]=[CH:17][N:16]=[CH:15][CH:14]=3)=[N:11]\[OH:12])=[CH:4][CH:3]=2)=[CH:32][CH:31]=1)(=[O:28])=[O:29])[CH3:26], predict the reactants needed to synthesize it. The reactants are: Br[C:2]1[CH:7]=[CH:6][C:5]([CH:8]([C:19]2[CH:24]=[CH:23][CH:22]=[CH:21][CH:20]=2)[CH2:9]/[C:10](/[C:13]2[CH:18]=[CH:17][N:16]=[CH:15][CH:14]=2)=[N:11]\[OH:12])=[CH:4][CH:3]=1.[CH2:25]([S:27]([C:30]1[CH:35]=[CH:34][C:33](B(O)O)=[CH:32][CH:31]=1)(=[O:29])=[O:28])[CH3:26]. (2) Given the product [NH2:25][C:24]1[C:19]([C:16]2[CH:15]=[CH:14][C:13]([C:12]([NH:11][C:8]3[CH:9]=[CH:10][C:5]([C:1]([CH3:2])([CH3:3])[CH3:4])=[CH:6][CH:7]=3)=[O:28])=[CH:18][CH:17]=2)=[N:20][CH:21]=[CH:22][CH:23]=1, predict the reactants needed to synthesize it. The reactants are: [C:1]([C:5]1[CH:10]=[CH:9][C:8]([NH:11][C:12](=[O:28])[C:13]2[CH:18]=[CH:17][C:16]([C:19]3[C:24]([N+:25]([O-])=O)=[CH:23][CH:22]=[CH:21][N:20]=3)=[CH:15][CH:14]=2)=[CH:7][CH:6]=1)([CH3:4])([CH3:3])[CH3:2]. (3) Given the product [CH:25]1([NH:24][C:23]([CH:22]2[CH2:21][CH2:20][CH:19]([C:36]3[CH:37]=[CH:38][CH:39]=[CH:40][CH:41]=3)[NH:18]2)=[O:35])[C:34]2[C:29](=[CH:30][CH:31]=[CH:32][CH:33]=2)[CH2:28][CH2:27][CH2:26]1, predict the reactants needed to synthesize it. The reactants are: C1C2C(COC([N:18]3[CH:22]([C:23](=[O:35])[NH:24][CH:25]4[C:34]5[C:29](=[CH:30][CH:31]=[CH:32][CH:33]=5)[CH2:28][CH2:27][CH2:26]4)[CH2:21][CH2:20][CH:19]3[C:36]3[CH:41]=[CH:40][CH:39]=[CH:38][CH:37]=3)=O)C3C(=CC=CC=3)C=2C=CC=1.C(NCC)C. (4) The reactants are: Br[C:2]1[N:6]([CH2:7][C:8]([O:10][CH3:11])=[O:9])[C:5]2[CH:12]=[C:13]([C:15]([O:17][C:18]([CH3:21])([CH3:20])[CH3:19])=[O:16])[S:14][C:4]=2[C:3]=1[CH:22]1[CH2:27][CH2:26][CH2:25][CH2:24][CH2:23]1.[CH:28]([C:30]1[CH:35]=[CH:34][CH:33]=[CH:32][C:31]=1B(O)O)=[O:29].C([O-])([O-])=O.[Na+].[Na+]. Given the product [CH:22]1([C:3]2[C:4]3[S:14][C:13]([C:15]([O:17][C:18]([CH3:20])([CH3:21])[CH3:19])=[O:16])=[CH:12][C:5]=3[N:6]([CH2:7][C:8]([O:10][CH3:11])=[O:9])[C:2]=2[C:31]2[CH:32]=[CH:33][CH:34]=[CH:35][C:30]=2[CH:28]=[O:29])[CH2:23][CH2:24][CH2:25][CH2:26][CH2:27]1, predict the reactants needed to synthesize it. (5) Given the product [Cl:19][C:16]1[CH:17]=[CH:18][C:13]([C:11]2[CH:10]=[C:9]([CH:20]3[CH2:22][CH2:21]3)[N:8]=[C:7]([N:5]3[CH:6]=[C:2]([C:27]4[CH:28]=[CH:29][C:24]([NH2:23])=[N:25][CH:26]=4)[N:3]=[CH:4]3)[N:12]=2)=[CH:14][CH:15]=1, predict the reactants needed to synthesize it. The reactants are: Br[C:2]1[N:3]=[CH:4][N:5]([C:7]2[N:12]=[C:11]([C:13]3[CH:18]=[CH:17][C:16]([Cl:19])=[CH:15][CH:14]=3)[CH:10]=[C:9]([CH:20]3[CH2:22][CH2:21]3)[N:8]=2)[CH:6]=1.[NH2:23][C:24]1[CH:29]=[CH:28][C:27](B2OC(C)(C)C(C)(C)O2)=[CH:26][N:25]=1.